Dataset: Forward reaction prediction with 1.9M reactions from USPTO patents (1976-2016). Task: Predict the product of the given reaction. (1) The product is: [CH3:52]/[C:20](/[CH2:21][CH2:22]/[CH:23]=[C:24](\[CH3:51])/[CH2:25][CH2:26]/[CH:27]=[C:28](\[CH3:50])/[CH2:29][CH2:30]/[CH:31]=[C:32](\[CH3:49])/[CH2:33][CH2:34]/[CH:35]=[C:36](\[CH3:48])/[CH2:37][CH2:38]/[CH:39]=[C:40](\[CH3:47])/[CH2:41][CH2:42][CH:43]=[C:44]([CH3:46])[CH3:45])=[CH:19]\[CH2:18][C:7]1[C:8]([CH3:17])=[C:9]([O:16][C:53](=[O:59])[CH2:54][CH2:55][C:56]([OH:58])=[O:57])[C:10]2[C:15]([C:6]=1[O:5][C:1](=[O:4])[CH2:2][CH3:3])=[CH:14][CH:13]=[CH:12][CH:11]=2. Given the reactants [C:1]([O:5][C:6]1[C:15]2[C:10](=[CH:11][CH:12]=[CH:13][CH:14]=2)[C:9]([OH:16])=[C:8]([CH3:17])[C:7]=1[CH2:18]/[CH:19]=[C:20](\[CH3:52])/[CH2:21][CH2:22]/[CH:23]=[C:24](\[CH3:51])/[CH2:25][CH2:26]/[CH:27]=[C:28](\[CH3:50])/[CH2:29][CH2:30]/[CH:31]=[C:32](\[CH3:49])/[CH2:33][CH2:34]/[CH:35]=[C:36](\[CH3:48])/[CH2:37][CH2:38]/[CH:39]=[C:40](\[CH3:47])/[CH2:41][CH2:42][CH:43]=[C:44]([CH3:46])[CH3:45])(=[O:4])[CH2:2][CH3:3].[C:53]1(=[O:59])[O:58][C:56](=[O:57])[CH2:55][CH2:54]1, predict the reaction product. (2) The product is: [CH3:21][C:20]1[NH:23][C:8](=[O:9])[CH:10]=[C:11]([C:13]2[CH:14]=[CH:15][CH:16]=[CH:17][CH:18]=2)[N:22]=1. Given the reactants [O-]CC.[Na+].CCO[C:8]([CH2:10][C:11]([C:13]1[CH:18]=[CH:17][CH:16]=[CH:15][CH:14]=1)=O)=[O:9].Cl.[C:20]([NH2:23])(=[NH:22])[CH3:21], predict the reaction product.